From a dataset of Full USPTO retrosynthesis dataset with 1.9M reactions from patents (1976-2016). Predict the reactants needed to synthesize the given product. (1) Given the product [F:19][C:20]1[C:25]([F:26])=[CH:24][CH:23]=[CH:22][C:21]=1[C:27]1[N:32]=[C:31]([N:33]2[CH2:38][CH2:37][N:36]([C:9]([NH:8][C:5]3[CH:6]=[N:7][C:2]([F:1])=[CH:3][CH:4]=3)=[O:16])[CH2:35][CH2:34]2)[CH:30]=[CH:29][N:28]=1, predict the reactants needed to synthesize it. The reactants are: [F:1][C:2]1[N:7]=[CH:6][C:5]([NH:8][C:9](=[O:16])OCC(Cl)(Cl)Cl)=[CH:4][CH:3]=1.Cl.Cl.[F:19][C:20]1[C:25]([F:26])=[CH:24][CH:23]=[CH:22][C:21]=1[C:27]1[N:32]=[C:31]([N:33]2[CH2:38][CH2:37][NH:36][CH2:35][CH2:34]2)[CH:30]=[CH:29][N:28]=1. (2) Given the product [F:15][C:16]1[C:55]([O:56][CH3:36])=[CH:9][N:1]=[C:21]2[N:20]([Si:26]([CH:33]([CH3:35])[CH3:34])([CH:30]([CH3:32])[CH3:31])[CH:27]([CH3:29])[CH3:28])[CH:19]=[CH:18][C:17]=12, predict the reactants needed to synthesize it. The reactants are: [N:1]([C:9](OC(C)C)=O)=NC(OC(C)C)=O.[F:15][C:16]1C(O)=CC=[C:21]2[C:17]=1[CH:18]=[CH:19][N:20]2[Si:26]([CH:33]([CH3:35])[CH3:34])([CH:30]([CH3:32])[CH3:31])[CH:27]([CH3:29])[CH3:28].[C:36]1(P(C2C=CC=CC=2)C2C=CC=CC=2)C=CC=CC=1.[CH3:55][OH:56]. (3) Given the product [Cl:8][C:9]1[C:14]([C:15]2[C:20]([Cl:21])=[CH:19][N:18]=[CH:17][N:16]=2)=[C:13]([CH:1]2[CH2:5][CH2:4][CH2:3][CH2:2]2)[N:12]2[N:23]=[CH:24][N:25]=[C:11]2[N:10]=1, predict the reactants needed to synthesize it. The reactants are: [CH:1]1([Mg]Br)[CH2:5][CH2:4][CH2:3][CH2:2]1.[Cl:8][C:9]1[C:14]([C:15]2[C:20]([Cl:21])=[CH:19][N:18]=[CH:17][N:16]=2)=[C:13](Cl)[N:12]2[N:23]=[CH:24][N:25]=[C:11]2[N:10]=1.CN1CCCC1=O.Cl. (4) Given the product [Cl:19][C:13]1[C:14](=[O:18])[N:15]([CH3:17])[CH:16]=[C:11]([N:6]2[CH:5]([C:20]3[CH:21]=[CH:22][C:23]([Cl:26])=[CH:24][CH:25]=3)[C:4]3[C:1]([CH3:2])=[N:32][N:31]([CH:28]([CH3:30])[CH3:29])[C:8]=3[C:7]2=[O:10])[CH:12]=1, predict the reactants needed to synthesize it. The reactants are: [C:1]([C:4]1[CH:5]([C:20]2[CH:25]=[CH:24][C:23]([Cl:26])=[CH:22][CH:21]=2)[N:6]([C:11]2[CH:12]=[C:13]([Cl:19])[C:14](=[O:18])[N:15]([CH3:17])[CH:16]=2)[C:7](=[O:10])[C:8]=1O)(=O)[CH3:2].Cl.[CH:28]([NH:31][NH2:32])([CH3:30])[CH3:29]. (5) Given the product [CH3:22][C:21]1[C:20](=[O:23])[C:19]2[C:14](=[CH:15][CH:16]=[CH:17][CH:18]=2)[O:13][C:12]=1[NH:11][CH2:10][C:9]1[CH:8]=[CH:7][C:6]([CH2:5][CH2:4][CH2:3][CH2:2][O:1][S:32]([C:29]2[CH:30]=[CH:31][C:26]([CH3:36])=[CH:27][CH:28]=2)(=[O:34])=[O:33])=[CH:25][CH:24]=1, predict the reactants needed to synthesize it. The reactants are: [OH:1][CH2:2][CH2:3][CH2:4][CH2:5][C:6]1[CH:25]=[CH:24][C:9]([CH2:10][NH:11][C:12]2[O:13][C:14]3[C:19]([C:20](=[O:23])[C:21]=2[CH3:22])=[CH:18][CH:17]=[CH:16][CH:15]=3)=[CH:8][CH:7]=1.[C:26]1([CH3:36])[CH:31]=[CH:30][C:29]([S:32](Cl)(=[O:34])=[O:33])=[CH:28][CH:27]=1.CN(C1C=CC=CN=1)C.C(N(CC)CC)C.